The task is: Predict the reaction yield, written as a fraction of the theoretical maximum amount of product (1.0 means a 100% yield; for example, 0.34 means a 34% yield).. This data is from Reaction yield outcomes from USPTO patents with 853,638 reactions. The reactants are F[C:2]1[C:7]([C:8]2[N:13]=[C:12]([CH3:14])[N:11]=[C:10]([N:15](CC3C=CC(OC)=CC=3)CC3C=CC(OC)=CC=3)[N:9]=2)=[CH:6][C:5]([CH2:34][N:35]2[CH2:40][CH2:39][O:38][CH2:37][CH2:36]2)=[CH:4][N:3]=1.[S:41]1[C:45]2[CH:46]=[CH:47][C:48]([NH2:50])=[CH:49][C:44]=2[N:43]=[CH:42]1.C[Si]([N-][Si](C)(C)C)(C)C.[Li+].FC(F)(F)C(O)=O.FC(F)(F)S(O)(=O)=O.C(=O)([O-])[O-].[Na+].[Na+]. The catalyst is C1COCC1.O.C(Cl)Cl. The product is [NH2:15][C:10]1[N:11]=[C:12]([CH3:14])[N:13]=[C:8]([C:7]2[C:2]([NH:50][C:48]3[CH:47]=[CH:46][C:45]4[S:41][CH:42]=[N:43][C:44]=4[CH:49]=3)=[N:3][CH:4]=[C:5]([CH2:34][N:35]3[CH2:40][CH2:39][O:38][CH2:37][CH2:36]3)[CH:6]=2)[N:9]=1. The yield is 0.389.